Dataset: Peptide-MHC class II binding affinity with 134,281 pairs from IEDB. Task: Regression. Given a peptide amino acid sequence and an MHC pseudo amino acid sequence, predict their binding affinity value. This is MHC class II binding data. (1) The peptide sequence is VFLGSAYGIPKVPPG. The MHC is HLA-DPA10301-DPB10402 with pseudo-sequence HLA-DPA10301-DPB10402. The binding affinity (normalized) is 0.270. (2) The peptide sequence is VLSFELLNAPATVCG. The MHC is DRB5_0101 with pseudo-sequence DRB5_0101. The binding affinity (normalized) is 0.242. (3) The peptide sequence is INVGFKAAVAAAASV. The MHC is DRB1_1302 with pseudo-sequence DRB1_1302. The binding affinity (normalized) is 0.605. (4) The MHC is DRB3_0202 with pseudo-sequence DRB3_0202. The peptide sequence is KLMNSPEFHLVFGNC. The binding affinity (normalized) is 0.201. (5) The peptide sequence is SPWSWPDLDLKPGAA. The MHC is HLA-DQA10501-DQB10303 with pseudo-sequence HLA-DQA10501-DQB10303. The binding affinity (normalized) is 0. (6) The peptide sequence is HPQQFIYAGSLSALL. The MHC is DRB1_0802 with pseudo-sequence DRB1_0802. The binding affinity (normalized) is 0.0650. (7) The peptide sequence is RVAYGKCDSAGRSRR. The MHC is HLA-DQA10102-DQB10501 with pseudo-sequence HLA-DQA10102-DQB10501. The binding affinity (normalized) is 0. (8) The peptide sequence is ITEADLDDEQEILNY. The MHC is HLA-DQA10201-DQB10301 with pseudo-sequence HLA-DQA10201-DQB10301. The binding affinity (normalized) is 0. (9) The peptide sequence is WGPTMSPALFLSFLY. The MHC is DRB1_0101 with pseudo-sequence DRB1_0101. The binding affinity (normalized) is 0.614.